Dataset: Reaction yield outcomes from USPTO patents with 853,638 reactions. Task: Predict the reaction yield, written as a fraction of the theoretical maximum amount of product (1.0 means a 100% yield; for example, 0.34 means a 34% yield). (1) The reactants are [CH3:1][O:2][C:3]1[CH:4]=[C:5]2[C:10](=[CH:11][C:12]=1[O:13][CH3:14])[N:9]=[CH:8][CH:7]=[C:6]2[O:15][C:16]1[C:22]([CH3:23])=[CH:21][C:19]([NH2:20])=[C:18]([CH3:24])[CH:17]=1.Cl[C:26](Cl)([O:28][C:29](=[O:35])OC(Cl)(Cl)Cl)Cl.[CH2:37](O)[CH:38]=C.C(=O)(O)[O-].[Na+]. The catalyst is C(Cl)Cl.C(N(CC)CC)C.C1(C)C=CC=CC=1. The product is [CH3:1][O:2][C:3]1[CH:4]=[C:5]2[C:10](=[CH:11][C:12]=1[O:13][CH3:14])[N:9]=[CH:8][CH:7]=[C:6]2[O:15][C:16]1[C:22]([CH3:23])=[CH:21][C:19]([NH:20][C:29](=[O:35])[O:28][CH2:26][CH:37]=[CH2:38])=[C:18]([CH3:24])[CH:17]=1. The yield is 0.840. (2) The catalyst is CN(C=O)C.O. The product is [Cl:25][C:24]1[C:19]([CH:17]2[CH2:18][N:15]([C:11]([C:3]3[N:2]([CH3:1])[C:6]4[CH:7]=[CH:8][CH:9]=[CH:10][C:5]=4[N:4]=3)=[O:13])[CH2:16]2)=[N:20][CH:21]=[CH:22][N:23]=1. The yield is 0.900. The reactants are [CH3:1][N:2]1[C:6]2[CH:7]=[CH:8][CH:9]=[CH:10][C:5]=2[N:4]=[C:3]1[C:11]([OH:13])=O.Cl.[NH:15]1[CH2:18][CH:17]([C:19]2[C:24]([Cl:25])=[N:23][CH:22]=[CH:21][N:20]=2)[CH2:16]1.C1C=CC2N(O)N=NC=2C=1.CCN=C=NCCCN(C)C.CN1CCOCC1. (3) The reactants are Br[C:2]1[C:3]([F:12])=[C:4]([CH2:10][OH:11])[CH:5]=[CH:6][C:7]=1[O:8][CH3:9].[Cl:13][C:14]1[CH:15]=[C:16](B(O)O)[CH:17]=[CH:18][CH:19]=1.C([O-])([O-])=O.[Na+].[Na+].C1(C)C=CC=CC=1. The catalyst is C1C=CC([P]([Pd]([P](C2C=CC=CC=2)(C2C=CC=CC=2)C2C=CC=CC=2)([P](C2C=CC=CC=2)(C2C=CC=CC=2)C2C=CC=CC=2)[P](C2C=CC=CC=2)(C2C=CC=CC=2)C2C=CC=CC=2)(C2C=CC=CC=2)C2C=CC=CC=2)=CC=1.CCO. The product is [Cl:13][C:14]1[CH:19]=[C:18]([C:2]2[C:7]([O:8][CH3:9])=[CH:6][CH:5]=[C:4]([CH2:10][OH:11])[C:3]=2[F:12])[CH:17]=[CH:16][CH:15]=1. The yield is 0.670. (4) The reactants are CON(C)[C:4]([C:6]1[N:7]=[C:8]2[N:13]([C:14](=[O:18])[C:15]=1[O:16][CH3:17])[CH2:12][CH2:11][O:10][C:9]2([CH3:20])[CH3:19])=[O:5].[CH3:22][Mg+].[Br-]. The catalyst is C1COCC1.CCOCC. The product is [C:4]([C:6]1[N:7]=[C:8]2[N:13]([C:14](=[O:18])[C:15]=1[O:16][CH3:17])[CH2:12][CH2:11][O:10][C:9]2([CH3:19])[CH3:20])(=[O:5])[CH3:22]. The yield is 0.160. (5) The reactants are [Cl-:1].[CH3:2][O:3][C:4]1[CH:5]=[C:6]2[C:11](=[CH:12][C:13]=1[O:14][CH3:15])[CH:10]=[N+:9](C)[C:8]([C:17]1[CH:22]=[CH:21][CH:20]=[CH:19][CH:18]=1)=[CH:7]2. The catalyst is CI. The product is [Cl-:1].[CH3:2][O:3][C:4]1[CH:5]=[C:6]2[C:11](=[CH:12][C:13]=1[O:14][CH3:15])[CH:10]=[NH+:9][C:8]([C:17]1[CH:22]=[CH:21][CH:20]=[CH:19][CH:18]=1)=[CH:7]2. The yield is 0.620.